From a dataset of Forward reaction prediction with 1.9M reactions from USPTO patents (1976-2016). Predict the product of the given reaction. (1) Given the reactants [H-].[Na+].[CH2:3]([O:5][C:6](=[O:17])[CH2:7][C:8]1[C:9]([CH2:15][CH3:16])=[N:10][NH:11][C:12]=1[CH2:13][CH3:14])[CH3:4].I[CH2:19][CH3:20], predict the reaction product. The product is: [CH2:3]([O:5][C:6](=[O:17])[CH2:7][C:8]1[C:9]([CH2:15][CH3:16])=[N:10][N:11]([CH2:19][CH3:20])[C:12]=1[CH2:13][CH3:14])[CH3:4]. (2) Given the reactants [CH:1]1[CH:2]=[CH:3][C:4]([C@@H:7]([NH2:11])[C:8]([OH:10])=O)=[CH:5][CH:6]=1.[CH3:12][NH-:13].[CH:14](=O)[C:15]1[CH:20]=[CH:19][CH:18]=[CH:17][CH:16]=1.O.C1(C)C=CC(S(O)(=O)=O)=CC=1.C(OCC)(=O)C, predict the reaction product. The product is: [CH3:12][N:13]1[C:8](=[O:10])[C@@H:7]([C:4]2[CH:5]=[CH:6][CH:1]=[CH:2][CH:3]=2)[NH:11][C@H:14]1[C:15]1[CH:20]=[CH:19][CH:18]=[CH:17][CH:16]=1. (3) Given the reactants [C:1]([O:5][C:6](=[O:26])[NH:7][CH2:8][CH2:9][CH2:10][CH2:11][NH:12][CH2:13][C:14]1[C:19]([C:20]2[CH:25]=[CH:24][CH:23]=[CH:22][CH:21]=2)=[CH:18][CH:17]=[CH:16][N:15]=1)([CH3:4])([CH3:3])[CH3:2].[CH3:27][C:28]1[C:29]([CH:35]=O)=[N:30][CH:31]=[C:32]([CH3:34])[CH:33]=1.[BH-](OC(C)=O)(OC(C)=O)OC(C)=O.[Na+], predict the reaction product. The product is: [C:1]([O:5][C:6](=[O:26])[NH:7][CH2:8][CH2:9][CH2:10][CH2:11][N:12]([CH2:35][C:29]1[C:28]([CH3:27])=[CH:33][C:32]([CH3:34])=[CH:31][N:30]=1)[CH2:13][C:14]1[C:19]([C:20]2[CH:25]=[CH:24][CH:23]=[CH:22][CH:21]=2)=[CH:18][CH:17]=[CH:16][N:15]=1)([CH3:4])([CH3:2])[CH3:3].